This data is from Catalyst prediction with 721,799 reactions and 888 catalyst types from USPTO. The task is: Predict which catalyst facilitates the given reaction. (1) Reactant: Cl.[CH2:2]([C:4]1[CH:17]=[C:16]2[C:7]([C:8](=[O:18])[O:9][C:10]32[CH2:15][CH2:14][NH:13][CH2:12][CH2:11]3)=[CH:6][CH:5]=1)[CH3:3].[C:19]1([C:25]2[N:26]=[CH:27][C:28]([NH:31][C:32](=O)[O:33]C3C=CC=CC=3)=[N:29][CH:30]=2)[CH:24]=[CH:23][CH:22]=[CH:21][CH:20]=1.[OH-].[Na+]. Product: [CH2:2]([C:4]1[CH:17]=[C:16]2[C:7]([C:8](=[O:18])[O:9][C:10]32[CH2:11][CH2:12][N:13]([C:32]([NH:31][C:28]2[CH:27]=[N:26][C:25]([C:19]4[CH:20]=[CH:21][CH:22]=[CH:23][CH:24]=4)=[CH:30][N:29]=2)=[O:33])[CH2:14][CH2:15]3)=[CH:6][CH:5]=1)[CH3:3]. The catalyst class is: 16. (2) Reactant: C(Cl)(=O)C(Cl)=O.CS(C)=O.[OH:11][CH:12]([C:14]1[N:15]=[C:16]([C:19]2[CH:24]=[CH:23][CH:22]=[CH:21][C:20]=2[NH:25][C:26]([O:28][CH2:29][CH:30]2[CH2:35][CH2:34][N:33]([C:36]([O:38][C:39]([CH3:42])([CH3:41])[CH3:40])=[O:37])[CH2:32][CH2:31]2)=[O:27])[S:17][CH:18]=1)[CH3:13]. Product: [C:12]([C:14]1[N:15]=[C:16]([C:19]2[CH:24]=[CH:23][CH:22]=[CH:21][C:20]=2[NH:25][C:26]([O:28][CH2:29][CH:30]2[CH2:35][CH2:34][N:33]([C:36]([O:38][C:39]([CH3:42])([CH3:41])[CH3:40])=[O:37])[CH2:32][CH2:31]2)=[O:27])[S:17][CH:18]=1)(=[O:11])[CH3:13]. The catalyst class is: 4. (3) Reactant: [CH:1]([C:9]1[C:17]2[C:12](=[CH:13][CH:14]=[C:15]([OH:18])[CH:16]=2)[NH:11][N:10]=1)=[CH:2][C:3]1[CH:8]=[CH:7][CH:6]=[CH:5][CH:4]=1.N1C=CN=C1.[C:24]1([P:30](Cl)([C:32]2[CH:37]=[CH:36][CH:35]=[CH:34][CH:33]=2)=[O:31])[CH:29]=[CH:28][CH:27]=[CH:26][CH:25]=1.O. Product: [CH:1](/[C:9]1[C:17]2[C:12](=[CH:13][CH:14]=[C:15]([O:18][P:30]([C:32]3[CH:33]=[CH:34][CH:35]=[CH:36][CH:37]=3)([C:24]3[CH:29]=[CH:28][CH:27]=[CH:26][CH:25]=3)=[O:31])[CH:16]=2)[NH:11][N:10]=1)=[CH:2]\[C:3]1[CH:4]=[CH:5][CH:6]=[CH:7][CH:8]=1. The catalyst class is: 4. (4) Reactant: C(O[C:4]([C:6]1[N:7]([NH2:26])[CH:8]=[C:9]([CH2:17][C:18]2[CH:23]=[CH:22][CH:21]=[C:20]([F:24])[C:19]=2[CH3:25])[C:10]=1[C:11]1[CH:16]=[CH:15][CH:14]=[CH:13][CH:12]=1)=[O:5])C.[CH2:27]([O:29][CH:30]([O:37]CC)[CH2:31][C:32](OCC)=O)[CH3:28].O.C1(C)C=CC(S(O)(=O)=O)=CC=1.C1CCN2C(=NCCC2)CC1. Product: [CH2:27]([O:29][C:30]([C:31]1[C:4](=[O:5])[C:6]2[N:7]([CH:8]=[C:9]([CH2:17][C:18]3[CH:23]=[CH:22][CH:21]=[C:20]([F:24])[C:19]=3[CH3:25])[C:10]=2[C:11]2[CH:16]=[CH:15][CH:14]=[CH:13][CH:12]=2)[NH:26][CH:32]=1)=[O:37])[CH3:28]. The catalyst class is: 18. (5) The catalyst class is: 207. Product: [Cl:25][CH2:26][CH2:27][CH2:28][CH2:29][CH2:30][CH2:31][O:1][C:2]1[CH:3]=[CH:4][C:5](/[CH:8]=[CH:9]/[C:10]([O:12][C:13]2[CH:14]=[CH:15][C:16]([O:19][CH2:20][CH2:21][CH2:22][CH2:23][CH3:24])=[CH:17][CH:18]=2)=[O:11])=[CH:6][CH:7]=1. Reactant: [OH:1][C:2]1[CH:7]=[CH:6][C:5](/[CH:8]=[CH:9]/[C:10]([O:12][C:13]2[CH:18]=[CH:17][C:16]([O:19][CH2:20][CH2:21][CH2:22][CH2:23][CH3:24])=[CH:15][CH:14]=2)=[O:11])=[CH:4][CH:3]=1.[Cl:25][CH2:26][CH2:27][CH2:28][CH2:29][CH2:30][CH2:31]O.C1(P(C2C=CC=CC=2)C2C=CC=CC=2)C=CC=CC=1.C(OC(N=NC(OCC)=O)=O)C. (6) Reactant: [Cl:1][C:2]1[C:7]([CH2:8][OH:9])=[CH:6][CH:5]=[CH:4][C:3]=1[CH2:10][CH2:11][OH:12]. Product: [Cl:1][C:2]1[C:3]([CH2:10][CH2:11][OH:12])=[CH:4][CH:5]=[CH:6][C:7]=1[CH:8]=[O:9]. The catalyst class is: 485. (7) Reactant: [Cl:1][C:2]1[N:7]=[C:6](Cl)[CH:5]=[CH:4][N:3]=1.[CH3:9][N:10]1[CH2:15][CH2:14][NH:13][CH2:12][CH2:11]1.C(N(C(C)C)C(C)C)C. Product: [Cl:1][C:2]1[N:7]=[C:6]([N:13]2[CH2:14][CH2:15][N:10]([CH3:9])[CH2:11][CH2:12]2)[CH:5]=[CH:4][N:3]=1. The catalyst class is: 8. (8) Reactant: F[C:2]1[CH:7]=[CH:6][C:5]([N:8]([CH3:18])[S:9]([C:12]2[CH:17]=[CH:16][CH:15]=[CH:14][CH:13]=2)(=[O:11])=[O:10])=[CH:4][C:3]=1[N+:19]([O-:21])=[O:20].Cl.[CH:23]1([CH2:29][CH2:30][NH2:31])[CH2:28][CH2:27][CH2:26][CH2:25][CH2:24]1. Product: [CH:23]1([CH2:29][CH2:30][NH:31][C:2]2[CH:7]=[CH:6][C:5]([N:8]([CH3:18])[S:9]([C:12]3[CH:17]=[CH:16][CH:15]=[CH:14][CH:13]=3)(=[O:11])=[O:10])=[CH:4][C:3]=2[N+:19]([O-:21])=[O:20])[CH2:28][CH2:27][CH2:26][CH2:25][CH2:24]1. The catalyst class is: 14.